Dataset: Catalyst prediction with 721,799 reactions and 888 catalyst types from USPTO. Task: Predict which catalyst facilitates the given reaction. (1) Reactant: C([Li])CCC.Br[C:7]1[CH:12]=[CH:11][C:10]([S:13][CH3:14])=[C:9]([Cl:15])[CH:8]=1.C([O:19][B:20](OC(C)C)[O:21]C(C)C)(C)C.Cl. Product: [Cl:15][C:9]1[CH:8]=[C:7]([B:20]([OH:21])[OH:19])[CH:12]=[CH:11][C:10]=1[S:13][CH3:14]. The catalyst class is: 1. (2) Reactant: [CH3:1][N:2]([CH3:26])[S:3]([C:6]1[N:7](S(C2C=CC(C)=CC=2)(=O)=O)[C:8]2[C:13]([CH:14]=1)=[CH:12][CH:11]=[C:10]([Cl:15])[CH:9]=2)(=[O:5])=[O:4].CCCC[N+](CCCC)(CCCC)CCCC.[F-]. Product: [CH3:1][N:2]([CH3:26])[S:3]([C:6]1[NH:7][C:8]2[C:13]([CH:14]=1)=[CH:12][CH:11]=[C:10]([Cl:15])[CH:9]=2)(=[O:4])=[O:5]. The catalyst class is: 1. (3) Reactant: [CH2:1]([C:8]1[O:12][N:11]=[C:10]([C:13]([O:15]CC)=[O:14])[CH:9]=1)[C:2]1[CH:7]=[CH:6][CH:5]=[CH:4][CH:3]=1.[OH-].[Na+]. Product: [CH2:1]([C:8]1[O:12][N:11]=[C:10]([C:13]([OH:15])=[O:14])[CH:9]=1)[C:2]1[CH:7]=[CH:6][CH:5]=[CH:4][CH:3]=1. The catalyst class is: 24. (4) Reactant: [Cl:1][C:2]1[N:7]=[C:6]([CH2:8][C:9]([C:11]2[CH:12]=[CH:13][C:14]([O:28][CH3:29])=[C:15]([CH:27]=2)[C:16]([NH:18][C:19]2[C:24]([F:25])=[CH:23][CH:22]=[CH:21][C:20]=2[F:26])=[O:17])=O)[CH:5]=[CH:4][N:3]=1.Cl[C:31]1[N:36]=[C:35](/[CH:37]=[C:38](\[C:40]2C=CC(OC)=C(C=2)C(NC2C(F)=CC=CC=2F)=O)/O)C=C[N:32]=1.C1C(=O)N(Br)C(=O)C1.NC1C=CC=CN=1.C([O-])(O)=O.[Na+]. Product: [Cl:1][C:2]1[N:7]=[C:6]([C:8]2[N:36]3[CH:35]=[CH:37][CH:38]=[CH:40][C:31]3=[N:32][C:9]=2[C:11]2[CH:12]=[CH:13][C:14]([O:28][CH3:29])=[C:15]([CH:27]=2)[C:16]([NH:18][C:19]2[C:24]([F:25])=[CH:23][CH:22]=[CH:21][C:20]=2[F:26])=[O:17])[CH:5]=[CH:4][N:3]=1. The catalyst class is: 91. (5) Reactant: CO[CH2:3][O:4][C:5]1[CH:14]=[C:13]2[C:8]([CH2:9][CH:10]([C:15]3[CH:20]=[CH:19][C:18]([O:21][CH2:22][O:23][CH3:24])=[CH:17][CH:16]=3)[CH2:11][O:12]2)=[CH:7][CH:6]=1.CCO[C:28]([CH3:30])=[O:29].C[CH2:32][OH:33]. Product: [OH:29][CH2:28][CH2:30][CH2:13][CH2:14][CH2:5][CH2:6][CH2:7][CH2:8][CH2:9][CH:9]1[C:8]2[C:13](=[CH:14][C:5]([O:4][CH3:3])=[CH:6][CH:7]=2)[O:12][CH:11]([O:33][CH3:32])[CH:10]1[C:15]1[CH:20]=[CH:19][C:18]([O:21][CH2:22][O:23][CH3:24])=[CH:17][CH:16]=1. The catalyst class is: 45. (6) Reactant: C(OC([N:8]1[C:17]2[C:12](=[CH:13][C:14]([C:18]3[CH:19]=[N:20][CH:21]=[C:22]([O:24][CH2:25][C:26]4[CH:31]=[CH:30][CH:29]=[CH:28][CH:27]=4)[CH:23]=3)=[CH:15][N:16]=2)[CH2:11][CH2:10][CH2:9]1)=O)(C)(C)C. Product: [CH2:25]([O:24][C:22]1[CH:23]=[C:18]([C:14]2[CH:13]=[C:12]3[C:17](=[N:16][CH:15]=2)[NH:8][CH2:9][CH2:10][CH2:11]3)[CH:19]=[N:20][CH:21]=1)[C:26]1[CH:27]=[CH:28][CH:29]=[CH:30][CH:31]=1. The catalyst class is: 137. (7) Reactant: [Cl:1][C:2]1[CH:19]=[C:18]([N+:20]([O-])=O)[CH:17]=[CH:16][C:3]=1[C:4]([N:6]1[CH2:10][CH2:9][C@@H:8]([O:11][CH2:12][CH:13]([CH3:15])[CH3:14])[CH2:7]1)=[O:5].[Cl-].[Ca+2].[Cl-].C(O)C. Product: [Cl:1][C:2]1[CH:19]=[C:18]([CH:17]=[CH:16][C:3]=1[C:4]([N:6]1[CH2:10][CH2:9][C@@H:8]([O:11][CH2:12][CH:13]([CH3:15])[CH3:14])[CH2:7]1)=[O:5])[NH2:20]. The catalyst class is: 6.